This data is from Peptide-MHC class I binding affinity with 185,985 pairs from IEDB/IMGT. The task is: Regression. Given a peptide amino acid sequence and an MHC pseudo amino acid sequence, predict their binding affinity value. This is MHC class I binding data. (1) The peptide sequence is RISGVDRYY. The MHC is Patr-A0101 with pseudo-sequence Patr-A0101. The binding affinity (normalized) is 0. (2) The peptide sequence is TRVTAIEKY. The MHC is Mamu-A20102 with pseudo-sequence Mamu-A20102. The binding affinity (normalized) is 0.283. (3) The peptide sequence is QTWHGDAPY. The MHC is SLA-20401 with pseudo-sequence SLA-20401. The binding affinity (normalized) is 0.0847. (4) The peptide sequence is FVLGFLGFL. The MHC is Mamu-B6601 with pseudo-sequence Mamu-B6601. The binding affinity (normalized) is 0.142.